From a dataset of Reaction yield outcomes from USPTO patents with 853,638 reactions. Predict the reaction yield, written as a fraction of the theoretical maximum amount of product (1.0 means a 100% yield; for example, 0.34 means a 34% yield). (1) The product is [CH2:10]([N:12]1[C:24]2[CH2:23][CH2:22][CH:21]([CH:25]3[CH2:30][CH2:29][O:28][CH2:27][CH2:26]3)[CH2:20][C:19]=2[C:18]2[C:13]1=[CH:14][CH:15]=[C:16]([C:31]([N:33]([CH2:35][CH2:36][CH2:37][C:38]([NH:44][CH2:43][CH2:41][OH:42])=[O:40])[CH3:34])=[O:32])[CH:17]=2)[CH3:11]. The catalyst is CN(C=O)C. The yield is 0.700. The reactants are C(N(CC)C(C)C)(C)C.[CH2:10]([N:12]1[C:24]2[CH2:23][CH2:22][CH:21]([CH:25]3[CH2:30][CH2:29][O:28][CH2:27][CH2:26]3)[CH2:20][C:19]=2[C:18]2[C:13]1=[CH:14][CH:15]=[C:16]([C:31]([N:33]([CH2:35][CH2:36][CH2:37][C:38]([OH:40])=O)[CH3:34])=[O:32])[CH:17]=2)[CH3:11].[CH2:41]([CH2:43][NH2:44])[OH:42].CN(C(ON1N=NC2C=CC=NC1=2)=[N+](C)C)C.F[P-](F)(F)(F)(F)F. (2) The reactants are [NH2:1][C@@H:2]1[C:10]2[C:5](=[CH:6][CH:7]=[CH:8][CH:9]=2)[CH2:4][C@@H:3]1[OH:11].C(N(CC)CC)C.[C:19](O[C:19]([O:21][C:22]([CH3:25])([CH3:24])[CH3:23])=[O:20])([O:21][C:22]([CH3:25])([CH3:24])[CH3:23])=[O:20]. The catalyst is ClCCl. The yield is 0.960. The product is [CH3:23][C:22]([CH3:25])([O:21][C:19]([NH:1][C@@H:2]1[C:10]2[C:5](=[CH:6][CH:7]=[CH:8][CH:9]=2)[CH2:4][C@@H:3]1[OH:11])=[O:20])[CH3:24]. (3) The reactants are [C:1]([N:9]1[CH2:22][CH2:21][C:20]2[C:19]3[C:18]([C:23]4[CH:28]=[CH:27][CH:26]=[CH:25][C:24]=4[OH:29])=[CH:17][CH:16]=[CH:15][C:14]=3[NH:13][C:12]=2[CH2:11][CH2:10]1)(=[O:8])[C:2]1[CH:7]=[CH:6][CH:5]=[CH:4][CH:3]=1.[C:47]1(P([C:43]2[CH:48]=[CH:47][CH:46]=[CH:45]C=2)[C:47]2[CH:48]=[CH:43]C=[CH:45][CH:46]=2)[CH:48]=[CH:43]C=[CH:45][CH:46]=1.C1(O)CCCC1.N(C(OC(C)(C)C)=O)=NC(OC(C)(C)C)=O. The catalyst is C1COCC1. The product is [C:1]([N:9]1[CH2:22][CH2:21][C:20]2[C:19]3[C:18]([C:23]4[CH:28]=[CH:27][CH:26]=[CH:25][C:24]=4[O:29][CH:45]4[CH2:46][CH2:47][CH2:48][CH2:43]4)=[CH:17][CH:16]=[CH:15][C:14]=3[NH:13][C:12]=2[CH2:11][CH2:10]1)(=[O:8])[C:2]1[CH:3]=[CH:4][CH:5]=[CH:6][CH:7]=1. The yield is 0.720. (4) The reactants are [CH:1]([S:4][C:5]1[CH:10]=[CH:9][CH:8]=[CH:7][C:6]=1[C:11](=[O:13])[CH3:12])([CH3:3])[CH3:2].[OH:14]OS([O-])=O.[K+].[OH2:20]. The catalyst is CO. The product is [CH:1]([S:4]([C:5]1[CH:10]=[CH:9][CH:8]=[CH:7][C:6]=1[C:11](=[O:13])[CH3:12])(=[O:14])=[O:20])([CH3:3])[CH3:2]. The yield is 0.780. (5) No catalyst specified. The product is [I:12][C:2]1[CH:11]=[CH:10][C:9]2[C:4](=[CH:5][CH:6]=[CH:7][CH:8]=2)[N:3]=1. The yield is 0.360. The reactants are Cl[C:2]1[CH:11]=[CH:10][C:9]2[C:4](=[CH:5][CH:6]=[CH:7][CH:8]=2)[N:3]=1.[I:12]CC. (6) The reactants are [Br:1][C:2]1[CH:7]=[C:6]([Cl:8])[CH:5]=[CH:4][N:3]=1.C([N-]C(C)C)(C)C.[Li+].CN([CH:20]=[O:21])C. The catalyst is O1CCCC1. The product is [Br:1][C:2]1[N:3]=[CH:4][CH:5]=[C:6]([Cl:8])[C:7]=1[CH:20]=[O:21]. The yield is 0.480. (7) The yield is 1.00. The catalyst is O1CCOCC1.C(OCC)(=O)C.ClCCl.CN(C=O)C. The reactants are C(O[C:6]([N:8]1[CH2:12][CH2:11][CH2:10][CH:9]1[C:13]1[N:14](COCC[Si](C)(C)C)[C:15]([C:18]#[CH:19])=[CH:16][N:17]=1)=[O:7])(C)(C)C.Cl.[CH3:29][O:30][C:31]([NH:33][CH:34]([CH:38]([CH3:40])[CH3:39])C(O)=O)=[O:32].CN(C(ON1N=NC2C=CC=NC1=2)=[N+](C)C)C.F[P-](F)(F)(F)(F)F.CCN(C(C)C)C(C)C.FC(F)(F)C(O)=O.C(=O)(O)[O-].[Na+]. The product is [CH3:29][O:30][C:31](=[O:32])[NH:33][CH:34]([C:6]([N:8]1[CH2:12][CH2:11][CH2:10][CH:9]1[C:13]1[NH:14][C:15]([C:18]#[CH:19])=[CH:16][N:17]=1)=[O:7])[CH:38]([CH3:40])[CH3:39].